From a dataset of Reaction yield outcomes from USPTO patents with 853,638 reactions. Predict the reaction yield, written as a fraction of the theoretical maximum amount of product (1.0 means a 100% yield; for example, 0.34 means a 34% yield). (1) The reactants are [NH2:1][C@@H:2]([CH3:19])[CH2:3][N:4]1[CH:8]=[CH:7][C:6]([C:9]2[CH:16]=[CH:15][C:12]([C:13]#[N:14])=[C:11]([Cl:17])[C:10]=2[CH3:18])=[N:5]1.[S:20]1[CH:24]=[C:23]([C:25]([O-])=[O:26])[N:22]=[C:21]1[C:28]([O:30][CH2:31][CH3:32])=[O:29]. No catalyst specified. The product is [Cl:17][C:11]1[C:10]([CH3:18])=[C:9]([C:6]2[CH:7]=[CH:8][N:4]([CH2:3][C@@H:2]([NH:1][C:25]([C:23]3[N:22]=[C:21]([C:28]([O:30][CH2:31][CH3:32])=[O:29])[S:20][CH:24]=3)=[O:26])[CH3:19])[N:5]=2)[CH:16]=[CH:15][C:12]=1[C:13]#[N:14]. The yield is 0.161. (2) The yield is 0.530. The product is [NH2:16][CH:17]1[CH2:21][N:20]([C:8]2[C:5]3[CH:6]=[N:7][C:2]([Cl:1])=[CH:3][C:4]=3[N:10]([CH:11]([CH3:13])[CH3:12])[N:9]=2)[C:19](=[O:22])[CH2:18]1. The catalyst is O1CCOCC1.C1C=CC(/C=C/C(/C=C/C2C=CC=CC=2)=O)=CC=1.C1C=CC(/C=C/C(/C=C/C2C=CC=CC=2)=O)=CC=1.C1C=CC(/C=C/C(/C=C/C2C=CC=CC=2)=O)=CC=1.[Pd].[Pd]. The reactants are [Cl:1][C:2]1[N:7]=[CH:6][C:5]2[C:8](I)=[N:9][N:10]([CH:11]([CH3:13])[CH3:12])[C:4]=2[CH:3]=1.Cl.[NH2:16][CH:17]1[CH2:21][NH:20][C:19](=[O:22])[CH2:18]1.C1(P(C2C=CC=CC=2)C2C3OC4C(=CC=CC=4P(C4C=CC=CC=4)C4C=CC=CC=4)C(C)(C)C=3C=CC=2)C=CC=CC=1.C(=O)([O-])[O-].[Cs+].[Cs+]. (3) The reactants are [CH3:1][N:2]([CH2:4][C:5]1[CH:10]=[CH:9][C:8]([NH:11][C:12]2[CH:20]=[CH:19][CH:18]=[C:17]3[C:13]=2[C:14](=[O:30])[N:15]([CH:22]2[CH2:27][CH2:26][C:25](=[O:28])[NH:24][C:23]2=[O:29])[C:16]3=[O:21])=[C:7]([O:31][CH3:32])[CH:6]=1)[CH3:3].[ClH:33].O. The catalyst is C(Cl)Cl.CO.CCOCC. The product is [ClH:33].[CH3:3][N:2]([CH2:4][C:5]1[CH:10]=[CH:9][C:8]([NH:11][C:12]2[CH:20]=[CH:19][CH:18]=[C:17]3[C:13]=2[C:14](=[O:30])[N:15]([CH:22]2[CH2:27][CH2:26][C:25](=[O:28])[NH:24][C:23]2=[O:29])[C:16]3=[O:21])=[C:7]([O:31][CH3:32])[CH:6]=1)[CH3:1]. The yield is 1.00. (4) The reactants are [F:1][C:2]1[CH:7]=[CH:6][C:5]([S:8][C:9]2[CH:15]=[CH:14][CH:13]=[CH:12][C:10]=2[NH2:11])=[CH:4][CH:3]=1.[N:16]([O-])=O.[Na+].[Cl:20][Sn]Cl.[OH-].[Na+]. The catalyst is Cl. The product is [ClH:20].[F:1][C:2]1[CH:3]=[CH:4][C:5]([S:8][C:9]2[CH:15]=[CH:14][CH:13]=[CH:12][C:10]=2[NH:11][NH2:16])=[CH:6][CH:7]=1. The yield is 0.760. (5) The reactants are [F:1][C:2]([F:15])([F:14])[C:3]1[CH:4]=[C:5]([CH:9]2[CH2:11][CH:10]2[CH2:12]O)[CH:6]=[CH:7][CH:8]=1.[Br:16]P(Br)Br. The catalyst is C(OCC)C. The product is [Br:16][CH2:12][CH:10]1[CH2:11][CH:9]1[C:5]1[CH:6]=[CH:7][CH:8]=[C:3]([C:2]([F:15])([F:14])[F:1])[CH:4]=1. The yield is 0.800. (6) The reactants are CC1(C)C(C)(C)OB([C:9]2[CH2:10][CH2:11][N:12]([C:15]([O:17][C:18]([CH3:21])([CH3:20])[CH3:19])=[O:16])[CH2:13][CH:14]=2)O1.Br[C:24]1[CH:29]=[CH:28][C:27]([O:30][CH3:31])=[C:26]([N+:32]([O-:34])=[O:33])[CH:25]=1.C(=O)([O-])[O-].[K+].[K+]. The catalyst is CN(C=O)C.CCOC(C)=O. The product is [CH3:31][O:30][C:27]1[CH:28]=[CH:29][C:24]([C:9]2[CH2:10][CH2:11][N:12]([C:15]([O:17][C:18]([CH3:19])([CH3:20])[CH3:21])=[O:16])[CH2:13][CH:14]=2)=[CH:25][C:26]=1[N+:32]([O-:34])=[O:33]. The yield is 0.960. (7) The reactants are C([O:5][CH2:6][C@@H:7]([C:29]([O:31][CH:32]1[CH2:36][CH2:35][CH2:34][CH2:33]1)=[O:30])[NH:8][C:9](=[O:28])[NH:10][C:11]1[S:12][C:13]([C:17]2[CH:22]=[CH:21][C:20]([Cl:23])=[C:19]([S:24]([CH3:27])(=[O:26])=[O:25])[CH:18]=2)=[C:14]([CH3:16])[N:15]=1)(C)(C)C.Cl. The catalyst is O1CCOCC1. The product is [Cl:23][C:20]1[CH:21]=[CH:22][C:17]([C:13]2[S:12][C:11]([NH:10][C:9]([NH:8][C@H:7]([C:29]([O:31][CH:32]3[CH2:33][CH2:34][CH2:35][CH2:36]3)=[O:30])[CH2:6][OH:5])=[O:28])=[N:15][C:14]=2[CH3:16])=[CH:18][C:19]=1[S:24]([CH3:27])(=[O:25])=[O:26]. The yield is 0.160.